This data is from Full USPTO retrosynthesis dataset with 1.9M reactions from patents (1976-2016). The task is: Predict the reactants needed to synthesize the given product. (1) Given the product [F:18][C:19]([F:24])([F:23])[C:20]([O-:22])=[O:21].[C:6]([CH2:7][N:8]1[C:12]2[CH:13]=[CH:14][CH:15]=[CH:16][C:11]=2[NH+:10]=[CH:9]1)([OH:17])=[O:5], predict the reactants needed to synthesize it. The reactants are: C([O:5][C:6](=[O:17])[CH2:7][N:8]1[C:12]2[CH:13]=[CH:14][CH:15]=[CH:16][C:11]=2[N:10]=[CH:9]1)(C)(C)C.[F:18][C:19]([F:24])([F:23])[C:20]([O-:22])=[O:21].C(CN1C2C=CC=CC=2[NH+]=C1)(O)=O.FC(F)(F)C(O)=O. (2) The reactants are: [CH3:1][N:2]1[C:9]([CH3:10])=[C:8]([N+:11]([O-:13])=[O:12])[C:6](=[O:7])[N:5]([CH3:14])[C:3]1=[O:4].CO[CH:17](OC)[N:18]([CH3:20])[CH3:19].C(OCC)C. Given the product [CH3:1][N:2]1[C:9]([CH:10]=[CH:17][N:18]([CH3:20])[CH3:19])=[C:8]([N+:11]([O-:13])=[O:12])[C:6](=[O:7])[N:5]([CH3:14])[C:3]1=[O:4], predict the reactants needed to synthesize it. (3) Given the product [ClH:27].[CH2:1]([N:8]1[C:12]2([CH2:17][CH2:16][N:15]([C:18](=[O:28])[CH2:19][O:20][C:21]3[CH:22]=[CH:23][C:24]([Cl:27])=[CH:25][CH:26]=3)[CH2:14][CH2:13]2)[NH:11][C@@H:10]([CH2:29][C:30]2[CH:31]=[CH:32][CH:33]=[CH:34][CH:35]=2)[C:9]1=[O:36])[C:2]1[CH:7]=[CH:6][CH:5]=[CH:4][CH:3]=1, predict the reactants needed to synthesize it. The reactants are: [CH2:1]([N:8]1[C:12]2([CH2:17][CH2:16][N:15]([C:18](=[O:28])[CH2:19][O:20][C:21]3[CH:26]=[CH:25][C:24]([Cl:27])=[CH:23][CH:22]=3)[CH2:14][CH2:13]2)[NH:11][C@@H:10]([CH2:29][C:30]2[CH:35]=[CH:34][CH:33]=[CH:32][CH:31]=2)[C:9]1=[O:36])[C:2]1[CH:7]=[CH:6][CH:5]=[CH:4][CH:3]=1.O.C[Si](Cl)(C)C. (4) Given the product [ClH:33].[O:3]=[C:4]1[NH:12][C:7]2=[N:8][CH:9]=[CH:10][CH:11]=[C:6]2[C:5]21[CH2:20][C:19]1[C:14](=[CH:15][CH:16]=[C:17]([NH:21][C:22]3[N:27]=[CH:26][N:25]=[C:24]([C:28]([OH:30])=[O:29])[CH:23]=3)[CH:18]=1)[CH2:13]2, predict the reactants needed to synthesize it. The reactants are: [OH-].[Li+].[O:3]=[C:4]1[NH:12][C:7]2=[N:8][CH:9]=[CH:10][CH:11]=[C:6]2[C:5]21[CH2:20][C:19]1[C:14](=[CH:15][CH:16]=[C:17]([NH:21][C:22]3[N:27]=[CH:26][N:25]=[C:24]([C:28]([O:30]CC)=[O:29])[CH:23]=3)[CH:18]=1)[CH2:13]2.[ClH:33]. (5) The reactants are: [C:1]([N:4]1[C:13]2[C:8](=[CH:9][C:10]([C:14]([O:16]CC)=[O:15])=[CH:11][CH:12]=2)[C@H:7]([NH:19][C:20]([O:22][CH2:23][C:24]2[CH:29]=[CH:28][CH:27]=[CH:26][CH:25]=2)=[O:21])[C@@H:6]([CH3:30])[C@@H:5]1[CH:31]1[CH2:33][CH2:32]1)(=[O:3])[CH3:2].C(N1C2C(=CC(C(OCC)=O)=CC=2)[C@H](NC(OCC2C=CC=CC=2)=O)[C@H](C)[C@@H]1C1CC1)(=O)C.[OH-].[Li+].O. Given the product [C:1]([N:4]1[C:13]2[C:8](=[CH:9][C:10]([C:14]([OH:16])=[O:15])=[CH:11][CH:12]=2)[C@H:7]([NH:19][C:20]([O:22][CH2:23][C:24]2[CH:29]=[CH:28][CH:27]=[CH:26][CH:25]=2)=[O:21])[C@@H:6]([CH3:30])[C@@H:5]1[CH:31]1[CH2:32][CH2:33]1)(=[O:3])[CH3:2], predict the reactants needed to synthesize it. (6) Given the product [ClH:45].[ClH:45].[C:1]1([C:7]2[CH:11]=[C:10]([C:12]3[CH:17]=[CH:16][CH:15]=[CH:14][CH:13]=3)[N:9]([CH2:18][C:19]3[CH:40]=[CH:39][C:22]([CH2:23][NH:24][C:25]4[CH:30]=[CH:29][C:28]([CH2:31][CH2:32][C:33]([OH:35])=[O:34])=[C:27]([F:38])[CH:26]=4)=[CH:21][C:20]=3[O:41][CH3:42])[N:8]=2)[CH:6]=[CH:5][CH:4]=[CH:3][CH:2]=1, predict the reactants needed to synthesize it. The reactants are: [C:1]1([C:7]2[CH:11]=[C:10]([C:12]3[CH:17]=[CH:16][CH:15]=[CH:14][CH:13]=3)[N:9]([CH2:18][C:19]3[CH:40]=[CH:39][C:22]([CH2:23][NH:24][C:25]4[CH:30]=[CH:29][C:28]([CH2:31][CH2:32][C:33]([O:35]CC)=[O:34])=[C:27]([F:38])[CH:26]=4)=[CH:21][C:20]=3[O:41][CH3:42])[N:8]=2)[CH:6]=[CH:5][CH:4]=[CH:3][CH:2]=1.[OH-].[Na+].[ClH:45].C(OCC)(=O)C.